From a dataset of Full USPTO retrosynthesis dataset with 1.9M reactions from patents (1976-2016). Predict the reactants needed to synthesize the given product. (1) Given the product [C:18]([O:22][C:23]([NH:25][C@@:26]1([C:54]([O:56][C:57]([CH3:60])([CH3:59])[CH3:58])=[O:55])[C@H:31]([O:32][CH2:33][C:34]2[CH:39]=[CH:38][C:37]([Cl:40])=[C:36]([Cl:41])[CH:35]=2)[C@@H:30]([S:12][C:9]2[N:10]=[CH:11][NH:7][N:8]=2)[C@@H:29]2[C@H:27]1[C@H:28]2[C:47]([O:49][C:50]([CH3:52])([CH3:51])[CH3:53])=[O:48])=[O:24])([CH3:21])([CH3:19])[CH3:20], predict the reactants needed to synthesize it. The reactants are: C(=O)([O-])[O-].[K+].[K+].[NH:7]1[CH:11]=[N:10][C:9]([SH:12])=[N:8]1.CN(C)C=O.[C:18]([O:22][C:23]([NH:25][C@@:26]1([C:54]([O:56][C:57]([CH3:60])([CH3:59])[CH3:58])=[O:55])[C@H:31]([O:32][CH2:33][C:34]2[CH:39]=[CH:38][C:37]([Cl:40])=[C:36]([Cl:41])[CH:35]=2)[C@H:30](OS(C)(=O)=O)[C@@H:29]2[C@H:27]1[C@H:28]2[C:47]([O:49][C:50]([CH3:53])([CH3:52])[CH3:51])=[O:48])=[O:24])([CH3:21])([CH3:20])[CH3:19]. (2) Given the product [CH2:12]([N:9]([CH2:10][CH3:11])[C:7](=[O:8])[C:6]1[CH:14]=[CH:15][C:3]([C:1]2[S:19][C:18]3[CH:20]=[CH:21][CH:22]=[CH:23][C:17]=3[C:16](=[O:24])[N:2]=2)=[CH:4][CH:5]=1)[CH3:13], predict the reactants needed to synthesize it. The reactants are: [C:1]([C:3]1[CH:15]=[CH:14][C:6]([C:7]([N:9]([CH2:12][CH3:13])[CH2:10][CH3:11])=[O:8])=[CH:5][CH:4]=1)#[N:2].[C:16](OC)(=[O:24])[C:17]1[C:18](=[CH:20][CH:21]=[CH:22][CH:23]=1)[SH:19].C(N(CC)CC)C.C1(C)C=CC=CC=1.